From a dataset of Forward reaction prediction with 1.9M reactions from USPTO patents (1976-2016). Predict the product of the given reaction. (1) Given the reactants C1(P(C2C=CC=CC=2)C2C=CC=CC=2)C=CC=CC=1.N1C=CN=C1.[I:25]I.[F:27][C:28]1[CH:29]=[C:30]2[C:34](=[CH:35][CH:36]=1)[C:33]([C:41]1[C:49]3[C:44](=[C:45]([NH:50][S:51]([CH3:54])(=[O:53])=[O:52])[CH:46]=[CH:47][CH:48]=3)[NH:43][CH:42]=1)([CH2:37][CH2:38][CH2:39]O)[CH2:32][CH2:31]2, predict the reaction product. The product is: [F:27][C:28]1[CH:29]=[C:30]2[C:34](=[CH:35][CH:36]=1)[C:33]([C:41]1[C:49]3[C:44](=[C:45]([NH:50][S:51]([CH3:54])(=[O:53])=[O:52])[CH:46]=[CH:47][CH:48]=3)[NH:43][CH:42]=1)([CH2:37][CH2:38][CH2:39][I:25])[CH2:32][CH2:31]2. (2) Given the reactants [CH3:1][O:2][C:3]1[CH:4]=[C:5]2[C:10](=[CH:11][CH:12]=1)[N:9]=[CH:8][CH:7]=[C:6]2[C@@H:13]([OH:21])[CH2:14][N:15]1[CH2:20][CH2:19][NH:18][CH2:17][CH2:16]1.[CH3:22][OH:23].[C:24]1([CH2:30][CH2:31][CH2:32][CH:33]=[O:34])[CH:29]=[CH:28][CH:27]=[CH:26][CH:25]=1.[C:35]([O:38][BH-](OC(=O)C)OC(=O)C)(=[O:37])C.[Na+], predict the reaction product. The product is: [C:35]([OH:38])(=[O:37])[C:22]([OH:2])=[O:23].[C:35]([OH:38])(=[O:37])[C:22]([OH:34])=[O:23].[CH3:1][O:2][C:3]1[CH:4]=[C:5]2[C:10](=[CH:11][CH:12]=1)[N:9]=[CH:8][CH:7]=[C:6]2[C@@H:13]([OH:21])[CH2:14][N:15]1[CH2:20][CH2:19][N:18]([CH2:33][CH2:32][CH2:31][CH2:30][C:24]2[CH:29]=[CH:28][CH:27]=[CH:26][CH:25]=2)[CH2:17][CH2:16]1. (3) The product is: [C:1]([O:5][C:6](=[O:19])[NH:7][C:8]1[CH:13]=[C:12]([NH:24][CH2:20][CH:21]([CH3:23])[CH3:22])[C:11]([Cl:15])=[CH:10][C:9]=1[N+:16]([O-:18])=[O:17])([CH3:4])([CH3:3])[CH3:2]. Given the reactants [C:1]([O:5][C:6](=[O:19])[NH:7][C:8]1[CH:13]=[C:12](Cl)[C:11]([Cl:15])=[CH:10][C:9]=1[N+:16]([O-:18])=[O:17])([CH3:4])([CH3:3])[CH3:2].[CH2:20]([NH2:24])[CH:21]([CH3:23])[CH3:22], predict the reaction product. (4) Given the reactants Br[C:2]1[N:6]([CH:7]([CH3:9])[CH3:8])[C:5]2[CH:10]([C:22]3[CH:27]=[CH:26][C:25]([Cl:28])=[CH:24][CH:23]=3)[N:11]([C:14]3[CH:19]=[C:18]([Cl:20])[CH:17]=[CH:16][C:15]=3[CH3:21])[C:12](=[O:13])[C:4]=2[CH:3]=1.[CH3:29][O:30][C:31]1[C:36](B2OC(C)(C)C(C)(C)O2)=[CH:35][N:34]=[C:33]([NH2:46])[N:32]=1.C(Cl)Cl.[O-]P([O-])([O-])=O.[K+].[K+].[K+], predict the reaction product. The product is: [NH2:46][C:33]1[N:32]=[C:31]([O:30][CH3:29])[C:36]([C:2]2[N:6]([CH:7]([CH3:9])[CH3:8])[C:5]3[CH:10]([C:22]4[CH:23]=[CH:24][C:25]([Cl:28])=[CH:26][CH:27]=4)[N:11]([C:14]4[CH:19]=[C:18]([Cl:20])[CH:17]=[CH:16][C:15]=4[CH3:21])[C:12](=[O:13])[C:4]=3[CH:3]=2)=[CH:35][N:34]=1. (5) The product is: [Cl:1][C:2]1[C:7]([C:27]([O:29][CH3:30])=[O:28])=[CH:6][N:5]=[C:4]2[N:8]([Si:11]([CH:15]([CH3:17])[CH3:16])([CH:18]([CH3:20])[CH3:19])[CH:12]([CH3:13])[CH3:14])[CH:9]=[CH:10][C:3]=12. Given the reactants [Cl:1][C:2]1[CH:7]=[CH:6][N:5]=[C:4]2[N:8]([Si:11]([CH:18]([CH3:20])[CH3:19])([CH:15]([CH3:17])[CH3:16])[CH:12]([CH3:14])[CH3:13])[CH:9]=[CH:10][C:3]=12.[Li]C(CC)C.Cl[C:27]([O:29][CH3:30])=[O:28].C(Cl)Cl, predict the reaction product.